This data is from Cav3 T-type calcium channel HTS with 100,875 compounds. The task is: Binary Classification. Given a drug SMILES string, predict its activity (active/inactive) in a high-throughput screening assay against a specified biological target. (1) The molecule is S=C(Nc1c2c(ccc1)cccc2)NCC=C. The result is 0 (inactive). (2) The drug is s1c2c(nc1C)ccc(NC(=O)c1sc(cc1)C)c2. The result is 0 (inactive). (3) The drug is O(C(CN1CCCC1)C)C(=O)COc1ccccc1. The result is 0 (inactive). (4) The result is 1 (active). The molecule is S(CC(=O)N1C(Cc2c1cccc2)C)c1oc2c(n1)cccc2.